Binary Classification. Given a drug SMILES string, predict its activity (active/inactive) in a high-throughput screening assay against a specified biological target. From a dataset of Kir2.1 potassium channel HTS with 301,493 compounds. (1) The compound is Clc1cc2c(n(nc2)C(=O)Nc2c(OC)ccc(c2)C)cc1. The result is 0 (inactive). (2) The compound is Fc1cc(NC(=O)CN(C(=O)Cn2c3c(ncc2=O)cccc3)C)ccc1. The result is 0 (inactive).